Dataset: Reaction yield outcomes from USPTO patents with 853,638 reactions. Task: Predict the reaction yield, written as a fraction of the theoretical maximum amount of product (1.0 means a 100% yield; for example, 0.34 means a 34% yield). (1) The reactants are FC(F)(F)C(O)=O.C([SiH](C(C)C)C(C)C)(C)C.[CH2:18]([C@@H:25]([C:82](=[O:157])[NH:83][CH2:84][C:85](=[O:156])[N:86]([CH3:155])[C@@H:87]([CH2:151][CH:152]([CH3:154])[CH3:153])[C:88](=[O:150])[N:89]([CH3:149])[C@@H:90]([CH:146]([CH3:148])[CH3:147])[C:91](=[O:145])[NH:92][C@@H:93]([CH2:138][C:139]1[CH:144]=[CH:143][CH:142]=[CH:141][CH:140]=1)[C:94](=[O:137])[NH:95][C@H:96]([C:112](=[O:136])[N:113]([CH3:135])[C@@H:114]([CH2:128][C:129]1[CH:134]=[CH:133][CH:132]=[CH:131][CH:130]=1)[C:115](=[O:127])[NH:116][C@@H:117]([CH3:126])[C:118](=[O:125])[N:119]1[CH2:124][CH2:123][CH2:122][CH2:121][CH2:120]1)[CH2:97][C:98]([O:100][C:101]1[C:106]([CH3:107])=[CH:105][CH:104]=[CH:103][C:102]=1[S:108][S:109][CH2:110][CH3:111])=[O:99])[N:26]([CH3:81])[C:27](=[O:80])[C@H:28]([C@H:58]([O:60]C(C1C=CC=CC=1)(C1C=CC=CC=1)C1C=CC=CC=1)[CH3:59])[NH:29][C:30](=[O:57])[C@H:31]([CH2:53][CH:54]([CH3:56])[CH3:55])[N:32]([CH3:52])[C:33](=[O:51])[C@H:34]([CH:48]([CH3:50])[CH3:49])[NH:35][C:36](=[O:47])[C@H:37]([CH3:46])[NH:38]C(=O)OC(C)(C)C)[C:19]1[CH:24]=[CH:23][CH:22]=[CH:21][CH:20]=1. The catalyst is ClCCl. The product is [NH2:38][C@@H:37]([CH3:46])[C:36](=[O:47])[NH:35][C@@H:34]([CH:48]([CH3:50])[CH3:49])[C:33](=[O:51])[N:32]([CH3:52])[C@@H:31]([CH2:53][CH:54]([CH3:56])[CH3:55])[C:30](=[O:57])[NH:29][C@@H:28]([C@H:58]([OH:60])[CH3:59])[C:27](=[O:80])[N:26]([CH3:81])[C@@H:25]([CH2:18][C:19]1[CH:20]=[CH:21][CH:22]=[CH:23][CH:24]=1)[C:82](=[O:157])[NH:83][CH2:84][C:85](=[O:156])[N:86]([CH3:155])[C@@H:87]([CH2:151][CH:152]([CH3:153])[CH3:154])[C:88](=[O:150])[N:89]([CH3:149])[C@@H:90]([CH:146]([CH3:147])[CH3:148])[C:91](=[O:145])[NH:92][C@@H:93]([CH2:138][C:139]1[CH:144]=[CH:143][CH:142]=[CH:141][CH:140]=1)[C:94](=[O:137])[NH:95][C@H:96]([C:112](=[O:136])[N:113]([CH3:135])[C@@H:114]([CH2:128][C:129]1[CH:134]=[CH:133][CH:132]=[CH:131][CH:130]=1)[C:115](=[O:127])[NH:116][C@@H:117]([CH3:126])[C:118](=[O:125])[N:119]1[CH2:120][CH2:121][CH2:122][CH2:123][CH2:124]1)[CH2:97][C:98]([O:100][C:101]1[C:106]([CH3:107])=[CH:105][CH:104]=[CH:103][C:102]=1[S:108][S:109][CH2:110][CH3:111])=[O:99]. The yield is 0.510. (2) The reactants are Cl[C:2]1[CH:7]=[C:6]([N:8]2[CH2:13][CH2:12][C:11]([F:15])([F:14])[CH2:10][CH2:9]2)[C:5]([N+:16]([O-:18])=[O:17])=[CH:4][N:3]=1.[CH3:19]B(O)O.C(=O)([O-])[O-].[K+].[K+]. The catalyst is O1CCOCC1.O.C1C=CC([P]([Pd]([P](C2C=CC=CC=2)(C2C=CC=CC=2)C2C=CC=CC=2)([P](C2C=CC=CC=2)(C2C=CC=CC=2)C2C=CC=CC=2)[P](C2C=CC=CC=2)(C2C=CC=CC=2)C2C=CC=CC=2)(C2C=CC=CC=2)C2C=CC=CC=2)=CC=1. The product is [F:14][C:11]1([F:15])[CH2:12][CH2:13][N:8]([C:6]2[C:5]([N+:16]([O-:18])=[O:17])=[CH:4][N:3]=[C:2]([CH3:19])[CH:7]=2)[CH2:9][CH2:10]1. The yield is 0.710. (3) The reactants are [C-]#N.[Na+].[CH2:4]([CH:6]([CH2:9][CH3:10])[CH:7]=O)[CH3:5].[C:11](=[O:14])([O-])[O-].[NH4+:15].[NH4+:16].[CH2:17]([OH:19])C. The catalyst is O. The product is [CH2:4]([CH:6]([CH:7]1[NH:16][C:17](=[O:19])[NH:15][C:11]1=[O:14])[CH2:9][CH3:10])[CH3:5]. The yield is 0.930. (4) The reactants are [CH3:1][C:2]1[CH:10]=[C:9]([CH3:11])[CH:8]=[C:7]([CH3:12])[C:3]=1[C:4]([OH:6])=O.[CH3:13][CH:14]([NH2:19])[C:15]([CH3:18])([CH3:17])[CH3:16]. No catalyst specified. The product is [CH3:12][C:7]1[CH:8]=[C:9]([CH3:11])[CH:10]=[C:2]([CH3:1])[C:3]=1[C:4]([NH:19][CH:14]([CH3:13])[C:15]([CH3:18])([CH3:17])[CH3:16])=[O:6]. The yield is 0.730. (5) The reactants are [N:1]1[CH:6]=[C:5]([CH2:7][CH2:8]O)[CH:4]=[N:3][CH:2]=1.S(Cl)([Cl:12])=O.C([O-])(O)=O.[Na+]. The catalyst is C(Cl)Cl. The product is [Cl:12][CH2:8][CH2:7][C:5]1[CH:6]=[N:1][CH:2]=[N:3][CH:4]=1. The yield is 0.770.